From a dataset of Catalyst prediction with 721,799 reactions and 888 catalyst types from USPTO. Predict which catalyst facilitates the given reaction. (1) Reactant: Br[CH2:2][C:3]1[CH:11]=[CH:10][C:6]([C:7]([OH:9])=[O:8])=[CH:5][C:4]=1[N+:12]([O-:14])=[O:13].C(=O)([O-])[O-:16].[Na+].[Na+].CC(C)=O. Product: [OH:16][CH2:2][C:3]1[CH:11]=[CH:10][C:6]([C:7]([OH:9])=[O:8])=[CH:5][C:4]=1[N+:12]([O-:14])=[O:13]. The catalyst class is: 6. (2) Reactant: [F-].C([N+](CCCC)(CCCC)CCCC)CCC.[Si]([O:26][C@H:27]([C@H:29]([N:35]1[CH:43]=[N:42][C:41]2[C:36]1=[N:37][CH:38]=[N:39][C:40]=2[NH2:44])[CH2:30][CH2:31][CH2:32][CH2:33][CH3:34])[CH3:28])(C(C)(C)C)(C)C.ClCCl.CO. Product: [NH2:44][C:40]1[N:39]=[CH:38][N:37]=[C:36]2[C:41]=1[N:42]=[CH:43][N:35]2[C@H:29]([CH2:30][CH2:31][CH2:32][CH2:33][CH3:34])[C@@H:27]([OH:26])[CH3:28]. The catalyst class is: 54. (3) Reactant: C[O:2][C:3]([C:5]1[N:6]=[C:7]2[C:12]([C:13]([F:16])([F:15])[F:14])=[CH:11][C:10](Br)=[CH:9][N:8]2[C:18]=1[CH:19]=[O:20])=[O:4].[O:21]1[CH:25]=[CH:24][C:23](B(O)O)=[CH:22]1.P([O-])([O-])([O-])=O. Product: [CH:19]([C:18]1[N:8]2[CH:9]=[C:10]([C:23]3[CH:24]=[CH:25][O:21][CH:22]=3)[CH:11]=[C:12]([C:13]([F:16])([F:14])[F:15])[C:7]2=[N:6][C:5]=1[C:3]([OH:4])=[O:2])=[O:20]. The catalyst class is: 12. (4) Reactant: [CH3:1][O:2][CH2:3][CH2:4][O:5][C:6]1[C:7]([CH3:22])=[C:8]([CH:19]=[CH:20][CH:21]=1)[C:9](N(C)C1C=CC=CC=1)=[O:10].CC(C[AlH]CC(C)C)C.C(C(C(C([O-])=O)O)O)([O-])=O.[K+].[Na+]. Product: [CH3:1][O:2][CH2:3][CH2:4][O:5][C:6]1[C:7]([CH3:22])=[C:8]([CH:19]=[CH:20][CH:21]=1)[CH:9]=[O:10]. The catalyst class is: 1. (5) Reactant: [S:1]1[CH:5]=[C:4]([C:6]([OH:8])=O)[C:3]2[CH:9]=[CH:10][CH:11]=[CH:12][C:2]1=2.C1C=CC2N(O)N=NC=2C=1.Cl.[CH3:24][O:25][C:26](=[O:46])[CH2:27][CH2:28][CH2:29][N:30]([CH2:38][C:39]1[CH:44]=[CH:43][CH:42]=[C:41]([Cl:45])[CH:40]=1)[C:31]([C@@:33]1([CH3:37])[CH2:36][CH2:35][NH:34]1)=[O:32].C([O-])(O)=O.[Na+]. Product: [CH3:24][O:25][C:26](=[O:46])[CH2:27][CH2:28][CH2:29][N:30]([C:31]([C@@:33]1([CH3:37])[CH2:36][CH2:35][N:34]1[C:6]([C:4]1[C:3]2[CH:9]=[CH:10][CH:11]=[CH:12][C:2]=2[S:1][CH:5]=1)=[O:8])=[O:32])[CH2:38][C:39]1[CH:44]=[CH:43][CH:42]=[C:41]([Cl:45])[CH:40]=1. The catalyst class is: 168. (6) Reactant: C([CH2:4][C@H:5]1[CH2:10][CH2:9][C@H:8]([O:11][C:12]([N:14]2[CH2:23][CH2:22][C:21]3[C:16](=[CH:17][CH:18]=[C:19]([NH:24][C:25]([NH:27][C:28]4[CH:33]=[CH:32][CH:31]=[CH:30][C:29]=4[F:34])=[O:26])[CH:20]=3)[CH2:15]2)=[O:13])[CH2:7][CH2:6]1)(O)=O.C[C:36]1([CH3:44])[O:43][C:41](=[O:42])[CH2:40][C:38](=[O:39])O1.CN(C1C=CC=CN=1)C.CCN=C=NCCCN(C)C. Product: [CH2:36]([O:43][C:41]([CH2:40][C:38](=[O:39])[CH2:4][C@H:5]1[CH2:6][CH2:7][C@H:8]([O:11][C:12]([N:14]2[CH2:23][CH2:22][C:21]3[C:16](=[CH:17][CH:18]=[C:19]([NH:24][C:25]([NH:27][C:28]4[CH:33]=[CH:32][CH:31]=[CH:30][C:29]=4[F:34])=[O:26])[CH:20]=3)[CH2:15]2)=[O:13])[CH2:9][CH2:10]1)=[O:42])[CH3:44]. The catalyst class is: 4. (7) Reactant: [F:1][C:2]1[CH:7]=[CH:6][C:5]([C:8]2[O:9][C:10]3[CH:20]=[C:19]([N:21]([CH3:26])[S:22]([CH3:25])(=[O:24])=[O:23])[C:18]([C:27]4[CH:28]=[CH:29][C:30]5[O:46][CH2:45][N:33]6[C:34]7[CH:35]=[CH:36][CH:37]=[C:38]([C:41]([O:43]C)=[O:42])[C:39]=7[CH:40]=[C:32]6[C:31]=5[N:47]=4)=[CH:17][C:11]=3[C:12]=2[C:13](=[O:16])[NH:14][CH3:15])=[CH:4][CH:3]=1.O[Li].O.Cl. Product: [F:1][C:2]1[CH:3]=[CH:4][C:5]([C:8]2[O:9][C:10]3[CH:20]=[C:19]([N:21]([CH3:26])[S:22]([CH3:25])(=[O:24])=[O:23])[C:18]([C:27]4[CH:28]=[CH:29][C:30]5[O:46][CH2:45][N:33]6[C:34]7[CH:35]=[CH:36][CH:37]=[C:38]([C:41]([OH:43])=[O:42])[C:39]=7[CH:40]=[C:32]6[C:31]=5[N:47]=4)=[CH:17][C:11]=3[C:12]=2[C:13](=[O:16])[NH:14][CH3:15])=[CH:6][CH:7]=1. The catalyst class is: 38. (8) Reactant: [O:1]1[CH2:6][CH2:5][N:4]([CH2:7][CH2:8][OH:9])[CH2:3][CH2:2]1.C(N(CC)CC)C.[CH3:17][S:18](Cl)(=[O:20])=[O:19]. Product: [CH3:17][S:18]([O:9][CH2:8][CH2:7][N:4]1[CH2:5][CH2:6][O:1][CH2:2][CH2:3]1)(=[O:20])=[O:19]. The catalyst class is: 4. (9) Reactant: [C:1]([O:5][C:6](=[O:25])[CH2:7][N:8]1[CH2:13][CH:12]=[C:11]([C:14]2[CH:19]=[CH:18][C:17]([N+:20]([O-])=O)=[C:16]([O:23][CH3:24])[CH:15]=2)[CH2:10][CH2:9]1)([CH3:4])([CH3:3])[CH3:2].CO. Product: [C:1]([O:5][C:6](=[O:25])[CH2:7][N:8]1[CH2:9][CH2:10][CH:11]([C:14]2[CH:19]=[CH:18][C:17]([NH2:20])=[C:16]([O:23][CH3:24])[CH:15]=2)[CH2:12][CH2:13]1)([CH3:4])([CH3:3])[CH3:2]. The catalyst class is: 45. (10) Reactant: [C:1]([O:6][C:7]1[CH:16]=[C:15]2[C:10]([CH:11]=[C:12]([C:18]([NH:20][CH2:21][C:22]([O:24]CC3C=CC=CC=3)=[O:23])=[O:19])[C:13](=[O:17])[O:14]2)=[CH:9][C:8]=1[Cl:32])(=[O:5])[CH2:2][CH2:3][CH3:4].C(O)(=O)C.[H][H].O1C2C(=CC=CC=2)C=CC1=O. Product: [C:1]([O:6][C:7]1[CH:16]=[C:15]2[C:10]([CH:11]=[C:12]([C:18]([NH:20][CH2:21][C:22]([OH:24])=[O:23])=[O:19])[C:13](=[O:17])[O:14]2)=[CH:9][C:8]=1[Cl:32])(=[O:5])[CH2:2][CH2:3][CH3:4]. The catalyst class is: 505.